Dataset: Forward reaction prediction with 1.9M reactions from USPTO patents (1976-2016). Task: Predict the product of the given reaction. (1) Given the reactants C(N(CC)CC)C.C(O)=O.[CH2:11]([O:13][C:14](=[O:46])[CH2:15][C:16]1([CH2:19][CH2:20][C:21]([CH2:34][CH2:35][C:36]2[CH:41]=[CH:40][C:39]([C:42]([O:44][CH3:45])=[O:43])=[CH:38][CH:37]=2)(C(OCC=C)=O)[C:22]([O:24]CC=C)=[O:23])[CH2:18][CH2:17]1)[CH3:12].C1(P(C2C=CC=CC=2)C2C=CC=CC=2)C=CC=CC=1, predict the reaction product. The product is: [CH2:11]([O:13][C:14](=[O:46])[CH2:15][C:16]1([CH2:19][CH2:20][CH:21]([CH2:34][CH2:35][C:36]2[CH:37]=[CH:38][C:39]([C:42]([O:44][CH3:45])=[O:43])=[CH:40][CH:41]=2)[C:22]([OH:24])=[O:23])[CH2:18][CH2:17]1)[CH3:12]. (2) Given the reactants Br[C:2]1[C:3]([CH3:19])=[N:4][C:5]2[N:6]([N:9]=[C:10]([C:12]3[CH:17]=[CH:16][CH:15]=[C:14]([Cl:18])[CH:13]=3)[CH:11]=2)[C:7]=1Cl.[CH:20]([Mg]Cl)([CH3:22])[CH3:21].[Li+].[Cl-].C1COCC1.Cl[C:33](=[O:38])[C:34]([O:36][CH3:37])=[O:35], predict the reaction product. The product is: [Cl:18][C:14]1[CH:13]=[C:12]([C:10]2[CH:11]=[C:5]3[N:4]=[C:3]([CH3:19])[C:2]([C:33](=[O:38])[C:34]([O:36][CH3:37])=[O:35])=[C:7]([CH:20]([CH3:22])[CH3:21])[N:6]3[N:9]=2)[CH:17]=[CH:16][CH:15]=1. (3) Given the reactants [N:1]([C@@H:4]1[CH2:8][N:7]([C:9]([O:11][CH2:12][C:13]2[CH:18]=[CH:17][C:16]([N+:19]([O-:21])=[O:20])=[CH:15][CH:14]=2)=[O:10])[C@H:6]([C:22]([C:24]2[N:25]=[CH:26][N:27]3[CH:31]=[CH:30][S:29][C:28]=23)=[O:23])[CH2:5]1)=[N+:2]=[N-:3].[CH2:32]([Sn:36](Cl)([CH2:41][CH2:42][CH2:43][CH3:44])[CH2:37][CH2:38][CH2:39][CH3:40])[CH2:33][CH2:34][CH3:35].C[Si]([N-][Si](C)(C)C)(C)C.[Li+].C1COCC1, predict the reaction product. The product is: [N:1]([C@@H:4]1[CH2:8][N:7]([C:9]([O:11][CH2:12][C:13]2[CH:18]=[CH:17][C:16]([N+:19]([O-:21])=[O:20])=[CH:15][CH:14]=2)=[O:10])[C@H:6]([C:22]([C:24]2[N:25]=[CH:26][N:27]3[CH:31]=[C:30]([Sn:36]([CH2:37][CH2:38][CH2:39][CH3:40])([CH2:41][CH2:42][CH2:43][CH3:44])[CH2:32][CH2:33][CH2:34][CH3:35])[S:29][C:28]=23)=[O:23])[CH2:5]1)=[N+:2]=[N-:3]. (4) Given the reactants [Cl:1][C:2]1[CH:3]=[C:4]([CH:9]2[CH2:13][NH:12][CH2:11][CH:10]2[N:14]([CH3:25])[C:15](=[O:24])[CH2:16][C:17]2[CH:22]=[CH:21][C:20]([F:23])=[CH:19][CH:18]=2)[CH:5]=[CH:6][C:7]=1[Cl:8].[CH3:26][C:27]1[N:31]=[C:30]([C:32]2[CH:40]=[CH:39][C:35]([C:36](O)=[O:37])=[CH:34][CH:33]=2)[O:29][N:28]=1, predict the reaction product. The product is: [Cl:1][C:2]1[CH:3]=[C:4]([CH:9]2[CH2:13][N:12]([C:36](=[O:37])[C:35]3[CH:34]=[CH:33][C:32]([C:30]4[O:29][N:28]=[C:27]([CH3:26])[N:31]=4)=[CH:40][CH:39]=3)[CH2:11][CH:10]2[N:14]([CH3:25])[C:15](=[O:24])[CH2:16][C:17]2[CH:18]=[CH:19][C:20]([F:23])=[CH:21][CH:22]=2)[CH:5]=[CH:6][C:7]=1[Cl:8]. (5) Given the reactants [C:1]([O:5][C:6]([N:8]1[CH2:13][CH2:12][CH:11]([C:14]2[CH:22]=[CH:21][C:17]([C:18]([OH:20])=O)=[CH:16][CH:15]=2)[CH:10]([O:23][CH2:24][C:25]2[CH:34]=[CH:33][C:32]3[C:27](=[CH:28][CH:29]=[CH:30][CH:31]=3)[CH:26]=2)[CH2:9]1)=[O:7])([CH3:4])([CH3:3])[CH3:2].[CH2:35]([NH2:42])[C:36]1[CH:41]=[CH:40][CH:39]=[CH:38][CH:37]=1, predict the reaction product. The product is: [CH2:35]([NH:42][C:18]([C:17]1[CH:21]=[CH:22][C:14]([CH:11]2[CH2:12][CH2:13][N:8]([C:6]([O:5][C:1]([CH3:4])([CH3:3])[CH3:2])=[O:7])[CH2:9][CH:10]2[O:23][CH2:24][C:25]2[CH:34]=[CH:33][C:32]3[C:27](=[CH:28][CH:29]=[CH:30][CH:31]=3)[CH:26]=2)=[CH:15][CH:16]=1)=[O:20])[C:36]1[CH:41]=[CH:40][CH:39]=[CH:38][CH:37]=1. (6) Given the reactants [Cl:1][C:2]1[N:7]=[C:6](Cl)[C:5]([F:9])=[CH:4][N:3]=1.[CH3:10][O:11][C:12]1[CH:17]=[CH:16][C:15]([OH:18])=[CH:14][CH:13]=1, predict the reaction product. The product is: [Cl:1][C:2]1[N:7]=[C:6]([O:18][C:15]2[CH:16]=[CH:17][C:12]([O:11][CH3:10])=[CH:13][CH:14]=2)[C:5]([F:9])=[CH:4][N:3]=1. (7) Given the reactants CO[C:3]1[CH:13]=[CH:12][C:6]([O:7][CH2:8][C:9]([OH:11])=O)=[CH:5][CH:4]=1.[NH2:14][CH2:15][CH:16]([OH:28])[CH2:17][N:18]1[CH2:27][CH2:26][C:25]2[C:20](=[CH:21][CH:22]=[CH:23][CH:24]=2)[CH2:19]1.C1N(P(Cl)(N2C(=O)[O:40][CH2:39][CH2:38]2)=O)C(=O)OC1.CC[N:46](C(C)C)C(C)C, predict the reaction product. The product is: [C:39]([NH:46][C:3]1[CH:4]=[CH:5][C:6]([O:7][CH2:8][C:9]([NH:14][CH2:15][CH:16]([OH:28])[CH2:17][N:18]2[CH2:27][CH2:26][C:25]3[C:20](=[CH:21][CH:22]=[CH:23][CH:24]=3)[CH2:19]2)=[O:11])=[CH:12][CH:13]=1)(=[O:40])[CH3:38]. (8) Given the reactants [O:1]=[S:2]1(=[O:16])[C:6]2[CH:7]=[CH:8][CH:9]=[CH:10][C:5]=2[C:4]2[CH:11]=[C:12]([NH2:15])[CH:13]=[CH:14][C:3]1=2.[N+](C1C=CC(COC([NH:28][C:29]2C=[CH:40][C:32]3SC4C=C[CH:37]=[CH:36][C:35]=4[C:31]=3[CH:30]=2)=O)=CC=1)([O-])=O.CCN=C=NCCCN(C)C.CN(C=[O:59])C, predict the reaction product. The product is: [O:1]=[S:2]1(=[O:16])[C:6]2[CH:7]=[CH:8][CH:9]=[CH:10][C:5]=2[C:4]2[CH:11]=[C:12]([NH:15][C:37]([CH2:36][CH2:35][C:31]3[CH:30]=[CH:29][N:28]=[CH:40][CH:32]=3)=[O:59])[CH:13]=[CH:14][C:3]1=2.